From a dataset of Catalyst prediction with 721,799 reactions and 888 catalyst types from USPTO. Predict which catalyst facilitates the given reaction. (1) Reactant: [CH2:1]([O:3][CH:4]([O:14][CH2:15][CH3:16])[C:5]1[CH:10]=[CH:9][C:8]([CH2:11][NH:12][CH3:13])=[CH:7][CH:6]=1)[CH3:2].C(N(CC)CC)C.[C:24](Cl)(=[O:33])[O:25][CH2:26][C:27]1[CH:32]=[CH:31][CH:30]=[CH:29][CH:28]=1. Product: [CH2:15]([O:14][CH:4]([O:3][CH2:1][CH3:2])[C:5]1[CH:10]=[CH:9][C:8]([CH2:11][N:12]([CH3:13])[C:24](=[O:33])[O:25][CH2:26][C:27]2[CH:32]=[CH:31][CH:30]=[CH:29][CH:28]=2)=[CH:7][CH:6]=1)[CH3:16]. The catalyst class is: 4. (2) Reactant: [C:1]([C:3]1[CH:4]=[C:5]([C:14]([O:16]CC)=[O:15])[S:6][C:7]=1[N:8]1[CH2:13][CH2:12][O:11][CH2:10][CH2:9]1)#[N:2].[OH-].[Na+]. Product: [C:1]([C:3]1[CH:4]=[C:5]([C:14]([OH:16])=[O:15])[S:6][C:7]=1[N:8]1[CH2:13][CH2:12][O:11][CH2:10][CH2:9]1)#[N:2]. The catalyst class is: 87. (3) Reactant: [CH3:1][N:2]1[C:10]2[C:5](=[CH:6][CH:7]=[CH:8][CH:9]=2)[CH:4]=[C:3]1[C:11]([OH:13])=O.[NH2:14][C@H:15]([C:19]([NH:21][CH:22]([CH:31]([OH:34])[CH2:32][F:33])[CH2:23][C:24]([O:26][C:27]([CH3:30])([CH3:29])[CH3:28])=[O:25])=[O:20])[CH:16]([CH3:18])[CH3:17].Cl.CN(C)CCCN=C=NCC. Product: [CH3:1][N:2]1[C:10]2[C:5](=[CH:6][CH:7]=[CH:8][CH:9]=2)[CH:4]=[C:3]1[C:11]([NH:14][C@H:15]([C:19]([NH:21][CH:22]([CH:31]([OH:34])[CH2:32][F:33])[CH2:23][C:24]([O:26][C:27]([CH3:28])([CH3:29])[CH3:30])=[O:25])=[O:20])[CH:16]([CH3:17])[CH3:18])=[O:13]. The catalyst class is: 172. (4) Reactant: [C:1](#[N:3])[CH3:2].C([Li])CCC.[O:9]1[CH:13]=[CH:12][CH:11]=[C:10]1[C:14]#[N:15]. Product: [NH2:15][C:14]([C:10]1[O:9][CH:13]=[CH:12][CH:11]=1)=[CH:2][C:1]#[N:3]. The catalyst class is: 1. (5) Reactant: [CH3:1][O:2][C:3]1[CH:4]=[C:5]([C:11](=O)[CH2:12][N:13]2[CH2:17][CH2:16][CH2:15][CH:14]2[C:18]2[CH:23]=[CH:22][CH:21]=[C:20]([O:24][CH2:25][CH2:26][CH2:27][N:28]3[CH2:33][CH2:32][CH2:31][CH2:30][CH2:29]3)[CH:19]=2)[CH:6]=[C:7]([O:9][CH3:10])[CH:8]=1.N. Product: [CH3:10][O:9][C:7]1[CH:6]=[C:5]([C@H:11]2[C:23]3[C:18](=[CH:19][C:20]([O:24][CH2:25][CH2:26][CH2:27][N:28]4[CH2:33][CH2:32][CH2:31][CH2:30][CH2:29]4)=[CH:21][CH:22]=3)[C@@H:14]3[CH2:15][CH2:16][CH2:17][N:13]3[CH2:12]2)[CH:4]=[C:3]([O:2][CH3:1])[CH:8]=1. The catalyst class is: 100.